From a dataset of Reaction yield outcomes from USPTO patents with 853,638 reactions. Predict the reaction yield, written as a fraction of the theoretical maximum amount of product (1.0 means a 100% yield; for example, 0.34 means a 34% yield). (1) The reactants are C[Si](C)(C)[O:3][C:4]1[N:13]=[C:12]([O:14][Si](C)(C)C)[C:11]2[C:6](=[CH:7][CH:8]=[CH:9][CH:10]=2)[N:5]=1.Br[CH2:22][C:23]1[CH:24]=[C:25]([CH:30]=[CH:31][CH:32]=1)[C:26]([O:28][CH3:29])=[O:27].CN(C=O)C.O1CCOCC1. The catalyst is CO. The product is [CH3:29][O:28][C:26]([C:25]1[CH:24]=[C:23]([CH:32]=[CH:31][CH:30]=1)[CH2:22][N:5]1[C:6]2[C:11](=[CH:10][CH:9]=[CH:8][CH:7]=2)[C:12](=[O:14])[NH:13][C:4]1=[O:3])=[O:27]. The yield is 0.837. (2) The reactants are C[Si](Cl)(C)C.Br[C:7]1[S:8][CH:9]=[CH:10][N:11]=1.[Br-].[Cl:13][C:14]1[CH:19]=[C:18](I)[C:17]([Cl:21])=[CH:16][N:15]=1. The yield is 0.240. The catalyst is C1COCC1.[Zn].C1C=CC([P]([Pd]([P](C2C=CC=CC=2)(C2C=CC=CC=2)C2C=CC=CC=2)([P](C2C=CC=CC=2)(C2C=CC=CC=2)C2C=CC=CC=2)[P](C2C=CC=CC=2)(C2C=CC=CC=2)C2C=CC=CC=2)(C2C=CC=CC=2)C2C=CC=CC=2)=CC=1. The product is [Cl:13][C:14]1[CH:19]=[C:18]([C:7]2[S:8][CH:9]=[CH:10][N:11]=2)[C:17]([Cl:21])=[CH:16][N:15]=1. (3) The yield is 0.500. The catalyst is C(O)C. The product is [F:1][C:2]1[CH:3]=[C:4]([NH:18][C:36]([NH:35][C:33](=[O:34])[CH2:32][C:26]2[CH:27]=[CH:28][CH:29]=[CH:30][CH:31]=2)=[S:37])[CH:5]=[CH:6][C:7]=1[O:8][C:9]1[C:10]2[CH:17]=[CH:16][NH:15][C:11]=2[N:12]=[CH:13][N:14]=1. The reactants are [F:1][C:2]1[CH:3]=[C:4]([NH2:18])[CH:5]=[CH:6][C:7]=1[O:8][C:9]1[C:10]2[CH:17]=[CH:16][NH:15][C:11]=2[N:12]=[CH:13][N:14]=1.C1(C)C=CC=CC=1.[C:26]1([CH2:32][C:33]([N:35]=[C:36]=[S:37])=[O:34])[CH:31]=[CH:30][CH:29]=[CH:28][CH:27]=1. (4) The reactants are C(OC(N[C@H](C1C=CC=C(NC(OCCC2C=CC(Br)=CC=2C)=O)C=1)CC(OCC)=O)=O)C1C=CC=CC=1.[N:39]([C:42]1[CH:43]=[C:44]([CH:54]=[CH:55][CH:56]=1)[CH2:45][NH:46][C:47](=[O:53])[O:48][C:49]([CH3:52])([CH3:51])[CH3:50])=[C:40]=[O:41].[Br:57][C:58]1[CH:63]=[CH:62][C:61]([CH2:64][CH2:65][OH:66])=[C:60]([Cl:67])[CH:59]=1. No catalyst specified. The product is [C:49]([O:48][C:47]([NH:46][CH2:45][C:44]1[CH:43]=[C:42]([NH:39][C:40]([O:66][CH2:65][CH2:64][C:61]2[CH:62]=[CH:63][C:58]([Br:57])=[CH:59][C:60]=2[Cl:67])=[O:41])[CH:56]=[CH:55][CH:54]=1)=[O:53])([CH3:51])([CH3:52])[CH3:50]. The yield is 0.500. (5) The yield is 0.720. The reactants are [CH3:1][O:2][C:3]1[CH:4]=[C:5]2[O:9][C:8]([C:10]3[N:11]=[C:12]4[N:16]([CH:17]=3)[N:15]=[C:14]([O:18][CH3:19])[S:13]4)=[CH:7][C:6]2=[C:20]([OH:22])[CH:21]=1.O[CH2:24][C:25]1[N:26]=[C:27]([C:30]2([OH:36])[CH2:35][CH2:34][CH2:33][CH2:32][CH2:31]2)[S:28][CH:29]=1.C(P(CCCC)CCCC)CCC.N(C(N1CCCCC1)=O)=NC(N1CCCCC1)=O. The product is [CH3:1][O:2][C:3]1[CH:21]=[C:20]([O:22][CH2:24][C:25]2[N:26]=[C:27]([C:30]3([OH:36])[CH2:35][CH2:34][CH2:33][CH2:32][CH2:31]3)[S:28][CH:29]=2)[C:6]2[CH:7]=[C:8]([C:10]3[N:11]=[C:12]4[N:16]([CH:17]=3)[N:15]=[C:14]([O:18][CH3:19])[S:13]4)[O:9][C:5]=2[CH:4]=1. The catalyst is C1COCC1.C(OCC)(=O)C. (6) The reactants are [CH2:1]([O:5][C:6]1[CH:7]=[C:8](/[CH:13]=[C:14](/[O:19][CH3:20])\[C:15]([O:17][CH3:18])=[O:16])[CH:9]=[CH:10][C:11]=1I)[CH2:2][CH2:3][CH3:4].[CH2:21]([NH:28][C:29](=[O:47])[N:30]([CH3:46])[C:31]1[CH:36]=[CH:35][CH:34]=[C:33](B2OC(C)(C)C(C)(C)O2)[CH:32]=1)[CH2:22][CH2:23][CH2:24][CH2:25][CH2:26][CH3:27].P([O-])([O-])([O-])=O.[K+].[K+].[K+].O. The catalyst is CN(C)C=O.C([O-])(=O)C.[Pd+2].C([O-])(=O)C.C(OCC)(=O)C. The product is [CH2:1]([O:5][C:6]1[CH:7]=[C:8](/[CH:13]=[C:14](/[O:19][CH3:20])\[C:15]([O:17][CH3:18])=[O:16])[CH:9]=[CH:10][C:11]=1[C:35]1[CH:34]=[CH:33][CH:32]=[C:31]([N:30]([CH3:46])[C:29]([NH:28][CH2:21][CH2:22][CH2:23][CH2:24][CH2:25][CH2:26][CH3:27])=[O:47])[CH:36]=1)[CH2:2][CH2:3][CH3:4]. The yield is 0.640. (7) The catalyst is CO.[Pd]. The product is [C:27]([O:23][CH2:22][CH2:21][N:20]([CH2:19]/[CH:18]=[CH:17]\[C:15]1[CH:14]=[CH:13][C:12]2[C:8]([C:5]3[CH:4]=[CH:3][C:2]([Cl:1])=[CH:7][CH:6]=3)=[N:9][S:10][C:11]=2[CH:16]=1)[CH2:24][CH3:25])(=[O:28])[CH3:26]. The yield is 0.660. The reactants are [Cl:1][C:2]1[CH:7]=[CH:6][C:5]([C:8]2[C:12]3[CH:13]=[CH:14][C:15]([C:17]#[C:18][CH2:19][N:20]([CH2:24][CH3:25])[CH2:21][CH2:22][OH:23])=[CH:16][C:11]=3[S:10][N:9]=2)=[CH:4][CH:3]=1.[CH3:26][C:27](O)=[O:28]. (8) The reactants are [Cl:1][CH2:2][CH2:3][CH2:4][CH2:5][CH:6]=O.Cl.[F:9][C:10]1[CH:15]=[CH:14][C:13]([NH:16]N)=[CH:12][CH:11]=1.C1(C)C=CC=CC=1.P(=O)(O)(O)O. The catalyst is O. The product is [Cl:1][CH2:2][CH2:3][CH2:4][C:5]1[C:14]2[C:13](=[CH:12][CH:11]=[C:10]([F:9])[CH:15]=2)[NH:16][CH:6]=1. The yield is 0.560. (9) The reactants are Cl[C:2]1[C:11]2[C:6](=[CH:7][CH:8]=[CH:9][C:10]=2[C:12]2[CH:17]=[CH:16][CH:15]=[CH:14][CH:13]=2)[CH:5]=[C:4]([Cl:18])[N:3]=1.[NH2:19][CH2:20][C:21]1[CH:26]=[CH:25][CH:24]=[CH:23][N:22]=1.CCN(C(C)C)C(C)C. The catalyst is CN(C=O)C.O. The product is [Cl:18][C:4]1[N:3]=[C:2]([NH:19][CH2:20][C:21]2[CH:26]=[CH:25][CH:24]=[CH:23][N:22]=2)[C:11]2[C:6]([CH:5]=1)=[CH:7][CH:8]=[CH:9][C:10]=2[C:12]1[CH:17]=[CH:16][CH:15]=[CH:14][CH:13]=1. The yield is 0.340.